Dataset: Full USPTO retrosynthesis dataset with 1.9M reactions from patents (1976-2016). Task: Predict the reactants needed to synthesize the given product. (1) Given the product [CH2:1]([O:3][C:4]([C:6]1[C:10]2[CH:11]=[CH:12][C:13]([O:15][Si:22]([CH:29]([CH3:31])[CH3:30])([CH:26]([CH3:28])[CH3:27])[CH:23]([CH3:25])[CH3:24])=[CH:14][C:9]=2[O:8][N:7]=1)=[O:5])[CH3:2], predict the reactants needed to synthesize it. The reactants are: [CH2:1]([O:3][C:4]([C:6]1[C:10]2[CH:11]=[CH:12][C:13]([OH:15])=[CH:14][C:9]=2[O:8][N:7]=1)=[O:5])[CH3:2].N1C=CN=C1.Cl[Si:22]([CH:29]([CH3:31])[CH3:30])([CH:26]([CH3:28])[CH3:27])[CH:23]([CH3:25])[CH3:24]. (2) The reactants are: [C:1]([C:3]1[CH:8]=[CH:7][C:6]([CH:9]2[C:18]3[C:13](=[CH:14][C:15]([CH3:22])=[N:16][C:17]=3[O:19][CH2:20][CH3:21])[NH:12][C:11]([CH3:23])=[C:10]2[C:24]([O:26]CCC#N)=[O:25])=[C:5]([O:31][CH3:32])[CH:4]=1)#[N:2].[OH-].[Na+].C(OCC)C.O. Given the product [C:1]([C:3]1[CH:8]=[CH:7][C:6]([CH:9]2[C:18]3[C:13](=[CH:14][C:15]([CH3:22])=[N:16][C:17]=3[O:19][CH2:20][CH3:21])[NH:12][C:11]([CH3:23])=[C:10]2[C:24]([OH:26])=[O:25])=[C:5]([O:31][CH3:32])[CH:4]=1)#[N:2], predict the reactants needed to synthesize it.